From a dataset of Forward reaction prediction with 1.9M reactions from USPTO patents (1976-2016). Predict the product of the given reaction. (1) The product is: [O:13]1[CH2:14][CH2:15][N:10]([C:7]2[N:8]=[CH:9][C:4]([NH2:1])=[CH:5][CH:6]=2)[CH2:11][CH2:12]1. Given the reactants [N+:1]([C:4]1[CH:5]=[CH:6][C:7]([N:10]2[CH2:15][CH2:14][O:13][CH2:12][CH2:11]2)=[N:8][CH:9]=1)([O-])=O, predict the reaction product. (2) Given the reactants [F:1][C:2]1[CH:7]=[CH:6][CH:5]=[C:4]([N+:8]([O-])=O)[C:3]=1[CH2:11][NH:12][CH:13]1[CH2:15][CH2:14]1, predict the reaction product. The product is: [CH:13]1([NH:12][CH2:11][C:3]2[C:2]([F:1])=[CH:7][CH:6]=[CH:5][C:4]=2[NH2:8])[CH2:14][CH2:15]1. (3) Given the reactants Cl.Cl.[NH2:3][C:4]1[NH:5][C:6]2[NH:7][CH2:8][CH:9]([CH:15]([OH:19])[CH:16]([OH:18])[CH3:17])[NH:10][C:11]=2[C:12](=[O:14])[N:13]=1.[C:20](O[C:20]([O:22][C:23]([CH3:26])([CH3:25])[CH3:24])=[O:21])([O:22][C:23]([CH3:26])([CH3:25])[CH3:24])=[O:21], predict the reaction product. The product is: [C:23]([O:22][C:20]([N:10]1[CH:9]([CH:15]([OH:19])[CH:16]([OH:18])[CH3:17])[CH2:8][NH:7][C:6]2[NH:5][C:4]([NH2:3])=[N:13][C:12](=[O:14])[C:11]1=2)=[O:21])([CH3:26])([CH3:25])[CH3:24]. (4) The product is: [C:62]([C:61]1[CH:60]=[C:59]([NH:58][C:30]2[N:35]=[C:34]([N:36]3[C:40]([CH3:41])=[CH:39][C:38]([C:42]([F:43])([F:45])[F:44])=[N:37]3)[C:33]([C:46]3[CH:47]=[C:48]([C:54]([O:56][CH3:57])=[O:55])[C:49]([O:52][CH3:53])=[N:50][CH:51]=3)=[CH:32][N:31]=2)[CH:66]=[C:65]([O:67][CH3:68])[CH:64]=1)#[N:63]. Given the reactants ClC1N=C(N2C=CC(C(F)(F)F)=N2)C(C2C=C(C(OC)=O)C(OC)=NC=2)=CN=1.Cl[C:30]1[N:35]=[C:34]([N:36]2[C:40]([CH3:41])=[CH:39][C:38]([C:42]([F:45])([F:44])[F:43])=[N:37]2)[C:33]([C:46]2[CH:47]=[C:48]([C:54]([O:56][CH3:57])=[O:55])[C:49]([O:52][CH3:53])=[N:50][CH:51]=2)=[CH:32][N:31]=1.[NH2:58][C:59]1[CH:60]=[C:61]([CH:64]=[C:65]([O:67][CH3:68])[CH:66]=1)[C:62]#[N:63].C1(P(C2CCCCC2)C2C=CC=CC=2C2C(C(C)C)=CC(C(C)C)=CC=2C(C)C)CCCCC1.C(=O)([O-])[O-].[Na+].[Na+], predict the reaction product.